The task is: Predict the reactants needed to synthesize the given product.. This data is from Full USPTO retrosynthesis dataset with 1.9M reactions from patents (1976-2016). (1) Given the product [CH2:21]([O:20][C:17]1[CH:18]=[CH:19][C:12]([OH:11])=[C:13]([CH:16]=1)[CH:14]=[O:15])[C:22]1[CH:23]=[CH:24][CH:25]=[CH:26][CH:27]=1, predict the reactants needed to synthesize it. The reactants are: [Mg].BrBr.C([O:11][C:12]1[CH:19]=[CH:18][C:17]([O:20][CH2:21][C:22]2[CH:27]=[CH:26][CH:25]=[CH:24][CH:23]=2)=[CH:16][C:13]=1[CH:14]=[O:15])C1C=CC=CC=1. (2) Given the product [CH3:19][O:20][C:21](=[O:38])[C:22]1[CH:23]=[CH:24][C:25]([NH:28][CH2:29][C:30]2[CH:35]=[CH:34][C:33]([O:15][CH2:14][C:13]3[N:9]([C:3]4[C:4]([Cl:8])=[CH:5][CH:6]=[CH:7][C:2]=4[Cl:1])[N:10]=[N:11][C:12]=3[CH:16]([CH3:18])[CH3:17])=[CH:32][C:31]=2[CH3:37])=[CH:26][CH:27]=1, predict the reactants needed to synthesize it. The reactants are: [Cl:1][C:2]1[CH:7]=[CH:6][CH:5]=[C:4]([Cl:8])[C:3]=1[N:9]1[C:13]([CH2:14][OH:15])=[C:12]([CH:16]([CH3:18])[CH3:17])[N:11]=[N:10]1.[CH3:19][O:20][C:21](=[O:38])[C:22]1[CH:27]=[CH:26][C:25]([NH:28][CH2:29][C:30]2[CH:35]=[CH:34][C:33](O)=[CH:32][C:31]=2[CH3:37])=[CH:24][CH:23]=1.C(P(CCCC)CCCC)CCC.N(C(N1CCCCC1)=O)=NC(N1CCCCC1)=O. (3) Given the product [CH:23]([C:22]1[S:3][C:2]([NH:1][CH2:5][CH2:6][CH2:7][NH:8][C:9](=[O:15])[O:10][C:11]([CH3:12])([CH3:14])[CH3:13])=[N:4][CH:25]=1)=[O:24], predict the reactants needed to synthesize it. The reactants are: [NH:1]([CH2:5][CH2:6][CH2:7][NH:8][C:9](=[O:15])[O:10][C:11]([CH3:14])([CH3:13])[CH3:12])[C:2]([NH2:4])=[S:3].C([O-])(=O)C.[Na+].Br[CH:22]([CH:25]=O)[CH:23]=[O:24].